This data is from Forward reaction prediction with 1.9M reactions from USPTO patents (1976-2016). The task is: Predict the product of the given reaction. Given the reactants Cl.[NH2:2][CH2:3][CH2:4][NH:5][C:6]([C:8]1[CH:25]=[CH:24][C:11]([O:12][C@@H:13]2[CH2:18][CH2:17][C@H:16]([C:19]([O:21]CC)=[O:20])[CH2:15][CH2:14]2)=[CH:10][CH:9]=1)=[O:7].[C:26](N1C=CN=C1)(N1C=CN=C1)=[O:27].[C:38]1([N:44]2[CH2:49][CH2:48][NH:47][CH2:46][CH2:45]2)[CH:43]=[CH:42][CH:41]=[CH:40][CH:39]=1.[OH-].[Na+].Cl, predict the reaction product. The product is: [C:38]1([N:44]2[CH2:49][CH2:48][N:47]([C:26]([NH:2][CH2:3][CH2:4][NH:5][C:6]([C:8]3[CH:9]=[CH:10][C:11]([O:12][C@@H:13]4[CH2:14][CH2:15][C@H:16]([C:19]([OH:21])=[O:20])[CH2:17][CH2:18]4)=[CH:24][CH:25]=3)=[O:7])=[O:27])[CH2:46][CH2:45]2)[CH:43]=[CH:42][CH:41]=[CH:40][CH:39]=1.